Predict the product of the given reaction. From a dataset of Forward reaction prediction with 1.9M reactions from USPTO patents (1976-2016). (1) The product is: [Cl:1][C:2]1[N:3]=[C:4]([NH2:11])[CH:5]=[C:6]([CH3:8])[CH:7]=1. Given the reactants [Cl:1][C:2]1[CH:7]=[C:6]([CH3:8])[CH:5]=[C:4](Cl)[N:3]=1.[OH-].[NH4+:11], predict the reaction product. (2) Given the reactants [F:1][C:2]1[CH:13]=[CH:12][C:5]([CH2:6][O:7][CH2:8][C:9](Cl)=[O:10])=[CH:4][CH:3]=1.[CH3:14][O:15][C:16]1[CH:17]=[C:18]([S:24]([N:27]2[CH:31]=[CH:30][C:29]([CH2:32][CH2:33][CH2:34][CH2:35][CH2:36][NH2:37])=[CH:28]2)(=[O:26])=[O:25])[CH:19]=[CH:20][C:21]=1[O:22][CH3:23].COC1C=C(S(N2CCC(CCCNC(=O)COCC3C=CC(F)=CC=3)C2)(=O)=O)C=CC=1OC, predict the reaction product. The product is: [CH3:14][O:15][C:16]1[CH:17]=[C:18]([S:24]([N:27]2[CH:31]=[CH:30][C:29]([CH2:32][CH2:33][CH2:34][CH2:35][CH2:36][NH:37][C:9](=[O:10])[CH2:8][O:7][CH2:6][C:5]3[CH:12]=[CH:13][C:2]([F:1])=[CH:3][CH:4]=3)=[CH:28]2)(=[O:25])=[O:26])[CH:19]=[CH:20][C:21]=1[O:22][CH3:23]. (3) Given the reactants COB([C:6]1[C:10]2[CH:11]=[CH:12][CH:13]=[CH:14][C:9]=2[S:8][CH:7]=1)OC.[CH2:15]([O:22][C@@H:23]1[C@@H:28]([O:29][CH2:30][C:31]2[CH:36]=[CH:35][CH:34]=[CH:33][CH:32]=2)[C@H:27]([O:37][CH2:38][C:39]2[CH:44]=[CH:43][CH:42]=[CH:41][CH:40]=2)[C@@H:26]([CH2:45][O:46][CH2:47][C:48]2[CH:53]=[CH:52][CH:51]=[CH:50][CH:49]=2)[O:25][C@H:24]1[C:54]1[CH:59]=[CH:58][CH:57]=[C:56](S(C(F)(F)F)(=O)=O)[CH:55]=1)[C:16]1[CH:21]=[CH:20][CH:19]=[CH:18][CH:17]=1.C(=O)(O)[O-].[Na+].C(OCC)(=O)C, predict the reaction product. The product is: [S:8]1[C:9]2[CH:14]=[CH:13][CH:12]=[CH:11][C:10]=2[C:6]([C:58]2[CH:59]=[C:54]([C@@H:24]3[O:25][C@H:26]([CH2:45][O:46][CH2:47][C:48]4[CH:53]=[CH:52][CH:51]=[CH:50][CH:49]=4)[C@@H:27]([O:37][CH2:38][C:39]4[CH:40]=[CH:41][CH:42]=[CH:43][CH:44]=4)[C@H:28]([O:29][CH2:30][C:31]4[CH:36]=[CH:35][CH:34]=[CH:33][CH:32]=4)[C@H:23]3[O:22][CH2:15][C:16]3[CH:17]=[CH:18][CH:19]=[CH:20][CH:21]=3)[CH:55]=[CH:56][CH:57]=2)=[CH:7]1. (4) Given the reactants [CH3:1][C:2]1[CH:3]=[C:4]2[C:9](=[CH:10][CH:11]=1)[N:8]=[CH:7][CH:6]=[CH:5]2.[C-:12]#[N:13].[K+].[C:15](Cl)(=[O:22])[C:16]1[CH:21]=[CH:20][CH:19]=[CH:18][CH:17]=1, predict the reaction product. The product is: [C:15]([N:8]1[C:9]2[C:4](=[CH:3][C:2]([CH3:1])=[CH:11][CH:10]=2)[CH:5]=[CH:6][CH:7]1[C:12]#[N:13])(=[O:22])[C:16]1[CH:21]=[CH:20][CH:19]=[CH:18][CH:17]=1. (5) Given the reactants C(OC(=O)[NH:7][C:8]12[CH2:17][CH:12]3[CH2:13][CH:14]([CH2:16][CH:10]([CH:11]3[C:18]#[N:19])[CH2:9]1)[CH2:15]2)(C)(C)C.Cl, predict the reaction product. The product is: [NH2:7][C:8]12[CH2:17][CH:12]3[CH2:13][CH:14]([CH2:16][CH:10]([CH:11]3[C:18]#[N:19])[CH2:9]1)[CH2:15]2. (6) Given the reactants [Cl:1][C:2]1[C:3](Cl)=[N:4][C:5]([CH3:13])=[C:6]([CH:12]=1)[C:7]([O:9][CH2:10][CH3:11])=[O:8].[NH:15]1[CH2:20][CH2:19][CH:18]([C:21]([OH:23])=[O:22])[CH2:17][CH2:16]1.O, predict the reaction product. The product is: [Cl:1][C:2]1[C:3]([N:15]2[CH2:20][CH2:19][CH:18]([C:21]([OH:23])=[O:22])[CH2:17][CH2:16]2)=[N:4][C:5]([CH3:13])=[C:6]([C:7]([O:9][CH2:10][CH3:11])=[O:8])[CH:12]=1. (7) Given the reactants C([O:3][C:4]([C:6]1[N:7]=[C:8]([C:27]2[S:28][CH:29]=[CH:30][CH:31]=2)[N:9]2[C:18]3[C:13](=[CH:14][C:15]([O:25][CH3:26])=[C:16]([NH:19][C:20](=[O:24])[CH:21]([CH3:23])[CH3:22])[CH:17]=3)[CH2:12][CH2:11][C:10]=12)=[O:5])C.O.[OH-].[K+], predict the reaction product. The product is: [C:20]([NH:19][C:16]1[CH:17]=[C:18]2[C:13]([CH2:12][CH2:11][C:10]3[N:9]2[C:8]([C:27]2[S:28][CH:29]=[CH:30][CH:31]=2)=[N:7][C:6]=3[C:4]([OH:5])=[O:3])=[CH:14][C:15]=1[O:25][CH3:26])(=[O:24])[CH:21]([CH3:23])[CH3:22]. (8) Given the reactants [C:1]1([O:11][CH2:12][C@@H:13]2[CH2:17][C@H:16]([C:18]3[CH:23]=[CH:22][CH:21]=[CH:20][CH:19]=3)[CH2:15][N:14]2C(OC(C)(C)C)=O)[C:10]2[C:5](=[CH:6][CH:7]=[CH:8][CH:9]=2)[CH:4]=[CH:3][CH:2]=1.[ClH:31], predict the reaction product. The product is: [ClH:31].[C:1]1([O:11][CH2:12][C@@H:13]2[CH2:17][C@H:16]([C:18]3[CH:23]=[CH:22][CH:21]=[CH:20][CH:19]=3)[CH2:15][NH:14]2)[C:10]2[C:5](=[CH:6][CH:7]=[CH:8][CH:9]=2)[CH:4]=[CH:3][CH:2]=1. (9) The product is: [Cl:1][C:2]1[CH:10]=[C:9]([N+:11]([O-:13])=[O:12])[CH:8]=[CH:7][C:3]=1[C:4](/[N:6]=[CH:16]\[N:17]([CH3:19])[CH3:18])=[O:5]. Given the reactants [Cl:1][C:2]1[CH:10]=[C:9]([N+:11]([O-:13])=[O:12])[CH:8]=[CH:7][C:3]=1[C:4]([NH2:6])=[O:5].CO[CH:16](OC)[N:17]([CH3:19])[CH3:18], predict the reaction product.